This data is from Catalyst prediction with 721,799 reactions and 888 catalyst types from USPTO. The task is: Predict which catalyst facilitates the given reaction. (1) Reactant: [C:1]([C:5]1[CH:33]=[CH:32][C:8]([CH2:9][N:10]([CH2:23][CH2:24][C:25]2[CH:30]=[CH:29][CH:28]=[C:27]([OH:31])[CH:26]=2)[C:11]([C:13]2[CH:14]=[C:15]([Cl:22])[CH:16]=[C:17]3[C:21]=2[NH:20][CH:19]=[CH:18]3)=[O:12])=[CH:7][CH:6]=1)([CH3:4])([CH3:3])[CH3:2].C(=O)([O-])[O-].[K+].[K+].Br[CH2:41][CH:42]1[CH2:44][CH2:43]1. Product: [C:1]([C:5]1[CH:33]=[CH:32][C:8]([CH2:9][N:10]([CH2:23][CH2:24][C:25]2[CH:30]=[CH:29][CH:28]=[C:27]([O:31][CH2:41][CH:42]3[CH2:44][CH2:43]3)[CH:26]=2)[C:11]([C:13]2[CH:14]=[C:15]([Cl:22])[CH:16]=[C:17]3[C:21]=2[NH:20][CH:19]=[CH:18]3)=[O:12])=[CH:7][CH:6]=1)([CH3:4])([CH3:2])[CH3:3]. The catalyst class is: 10. (2) Reactant: [C:1]1(=O)[CH2:5][CH2:4][CH2:3][CH2:2]1.C(N(CC)CC)C.Cl.[NH:15]1[CH2:20][CH2:19][CH:18]([CH2:21][CH2:22][N:23]2[C:31]3[C:26](=[CH:27][CH:28]=[CH:29][CH:30]=3)[C:25]3([C:35]4=[CH:36][C:37]5[O:41][CH2:40][O:39][C:38]=5[CH:42]=[C:34]4[O:33][CH2:32]3)[C:24]2=[O:43])[CH2:17][CH2:16]1.C(O[BH-](OC(=O)C)OC(=O)C)(=O)C.[Na+]. The catalyst class is: 68. Product: [CH:1]1([N:15]2[CH2:20][CH2:19][CH:18]([CH2:21][CH2:22][N:23]3[C:31]4[C:26](=[CH:27][CH:28]=[CH:29][CH:30]=4)[C:25]4([C:35]5=[CH:36][C:37]6[O:41][CH2:40][O:39][C:38]=6[CH:42]=[C:34]5[O:33][CH2:32]4)[C:24]3=[O:43])[CH2:17][CH2:16]2)[CH2:5][CH2:4][CH2:3][CH2:2]1.